Dataset: Forward reaction prediction with 1.9M reactions from USPTO patents (1976-2016). Task: Predict the product of the given reaction. (1) Given the reactants [O:1]1[C:6]2[CH:7]=[CH:8][C:9]([CH:11]([N:15]3[CH2:20][CH2:19][N:18]4[CH2:21][CH2:22][CH2:23][C@@H:17]4[CH2:16]3)[C:12](O)=[O:13])=[CH:10][C:5]=2[O:4][CH2:3][CH2:2]1.[F:24][C:25]([F:39])([F:38])[C:26]1[CH:27]=[C:28]([NH:36][NH2:37])[CH:29]=[C:30]([C:32]([F:35])([F:34])[F:33])[CH:31]=1.F[P-](F)(F)(F)(F)F.N1(O[P+](N(C)C)(N(C)C)N(C)C)C2C=CC=CC=2N=N1, predict the reaction product. The product is: [F:24][C:25]([F:38])([F:39])[C:26]1[CH:27]=[C:28]([NH:36][NH:37][C:12](=[O:13])[CH:11]([C:9]2[CH:8]=[CH:7][C:6]3[O:1][CH2:2][CH2:3][O:4][C:5]=3[CH:10]=2)[N:15]2[CH2:20][CH2:19][N:18]3[CH2:21][CH2:22][CH2:23][C@@H:17]3[CH2:16]2)[CH:29]=[C:30]([C:32]([F:35])([F:33])[F:34])[CH:31]=1. (2) Given the reactants [OH:1][C:2]1[CH:3]=[C:4]([CH:8]=[C:9]([OH:12])[C:10]=1[CH3:11])[C:5]([OH:7])=[O:6].[CH3:13]C1C=CC(S(O)(=O)=O)=CC=1, predict the reaction product. The product is: [OH:1][C:2]1[CH:3]=[C:4]([CH:8]=[C:9]([OH:12])[C:10]=1[CH3:11])[C:5]([O:7][CH3:13])=[O:6]. (3) Given the reactants [CH2:1]([O:8][C:9]1[CH:14]=[CH:13][C:12]([C:15]([C:17]2[N:18]([S:45]([C:48]3[CH:54]=[CH:53][C:51]([CH3:52])=[CH:50][CH:49]=3)(=[O:47])=[O:46])[CH:19]=[CH:20][C:21]=2[N:22]2[CH:26]=[CH:25][CH:24]=[C:23]2[CH:27]([C:29]2[CH:34]=[CH:33][C:32]([O:35][CH2:36][C:37]3[CH:42]=[CH:41][CH:40]=[CH:39][CH:38]=3)=[CH:31][C:30]=2[O:43][CH3:44])[OH:28])=[O:16])=[C:11]([O:55][CH3:56])[CH:10]=1)[C:2]1[CH:7]=[CH:6][CH:5]=[CH:4][CH:3]=1, predict the reaction product. The product is: [S:45]([N:18]1[CH:19]=[CH:20][C:21]([N:22]2[CH:26]=[CH:25][CH:24]=[C:23]2[C:27]([C:29]2[CH:34]=[CH:33][C:32]([O:35][CH2:36][C:37]3[CH:42]=[CH:41][CH:40]=[CH:39][CH:38]=3)=[CH:31][C:30]=2[O:43][CH3:44])=[O:28])=[C:17]1[C:15]([C:12]1[CH:13]=[CH:14][C:9]([O:8][CH2:1][C:2]2[CH:7]=[CH:6][CH:5]=[CH:4][CH:3]=2)=[CH:10][C:11]=1[O:55][CH3:56])=[O:16])([C:48]1[CH:49]=[CH:50][C:51]([CH3:52])=[CH:53][CH:54]=1)(=[O:47])=[O:46]. (4) Given the reactants [CH2:1]([O:3][C:4]([C:6]1[CH:7]=[N:8][N:9]([C:11]2[N:15]([CH2:16][O:17][CH2:18][CH2:19][O:20][CH3:21])[C:14]3[CH:22]=[C:23]([Cl:27])[C:24]([NH2:26])=[CH:25][C:13]=3[N:12]=2)[CH:10]=1)=[O:5])[CH3:2].N[C:29]1C(Cl)=CC2NC(N3C=C(C(O)=O)C=N3)=NC=2[CH:30]=1.C(=O)CC.C(O[BH-](OC(=O)C)OC(=O)C)(=O)C.[Na+].C(O)(=O)C, predict the reaction product. The product is: [CH2:1]([O:3][C:4]([C:6]1[CH:7]=[N:8][N:9]([C:11]2[N:15]([CH2:16][O:17][CH2:18][CH2:19][O:20][CH3:21])[C:14]3[CH:22]=[C:23]([Cl:27])[C:24]([NH:26][CH2:29][CH3:30])=[CH:25][C:13]=3[N:12]=2)[CH:10]=1)=[O:5])[CH3:2]. (5) Given the reactants [CH3:1][N:2]([CH3:17])[C:3]1[N:8]=[C:7]([NH:9][CH2:10][CH2:11][CH3:12])[N:6]=[C:5]([NH:13][CH2:14][C:15]#[CH:16])[N:4]=1.[OH:18][S:19]([OH:22])(=[O:21])=[O:20], predict the reaction product. The product is: [S:19]([OH:22])([OH:21])(=[O:20])=[O:18].[CH3:17][N:2]([CH3:1])[C:3]1[N:4]=[C:5]([NH:13][CH2:14][CH2:15][CH3:16])[N:6]=[C:7]([NH:9][CH2:10][C:11]#[CH:12])[N:8]=1.[CH3:17][N:2]([CH3:1])[C:3]1[N:4]=[C:5]([NH:13][CH2:14][CH2:15][CH3:16])[N:6]=[C:7]([NH:9][CH2:10][C:11]#[CH:12])[N:8]=1. (6) Given the reactants [CH:1]([C:3]1[CH:4]=[C:5]2[C:10](=[CH:11][CH:12]=1)[C:9](=[O:13])[O:8][CH2:7][CH2:6]2)=[CH2:2].ClC1C=C(C=CC=1)C(OO)=[O:19], predict the reaction product. The product is: [O:19]1[CH2:2][CH:1]1[C:3]1[CH:4]=[C:5]2[C:10](=[CH:11][CH:12]=1)[C:9](=[O:13])[O:8][CH2:7][CH2:6]2. (7) Given the reactants [F:1][C:2]1[CH:8]=[CH:7][CH:6]=[CH:5][C:3]=1[NH2:4].C[Si]([N-][Si](C)(C)C)(C)C.[Na+].[N:19]1[CH:20]=[CH:21][N:22]2[C:24](=[O:32])[C:23]3=[N:22][CH:21]=[CH:20][N:19]3[C:24](=[O:32])[C:23]=12, predict the reaction product. The product is: [F:1][C:2]1[CH:8]=[CH:7][CH:6]=[CH:5][C:3]=1[NH:4][C:24]([C:23]1[NH:19][CH:20]=[CH:21][N:22]=1)=[O:32]. (8) The product is: [C:1]([O:5][C:6]([N:8]1[CH2:13][CH:12]=[C:11]([C:14]2[NH:23][C:17]3[N:18]=[CH:19][N:20]=[C:21]([NH:34][C:31]4[CH:32]=[CH:33][C:28]5[N:27]=[CH:26][N:25]([CH3:24])[C:29]=5[CH:30]=4)[C:16]=3[CH:15]=2)[CH2:10][CH2:9]1)=[O:7])([CH3:4])([CH3:3])[CH3:2]. Given the reactants [C:1]([O:5][C:6]([N:8]1[CH2:13][CH:12]=[C:11]([C:14]2[NH:23][C:17]3[N:18]=[CH:19][N:20]=[C:21](Cl)[C:16]=3[CH:15]=2)[CH2:10][CH2:9]1)=[O:7])([CH3:4])([CH3:3])[CH3:2].[CH3:24][N:25]1[C:29]2[CH:30]=[C:31]([NH2:34])[CH:32]=[CH:33][C:28]=2[N:27]=[CH:26]1, predict the reaction product.